This data is from NCI-60 drug combinations with 297,098 pairs across 59 cell lines. The task is: Regression. Given two drug SMILES strings and cell line genomic features, predict the synergy score measuring deviation from expected non-interaction effect. (1) Drug 1: CC1=C(C=C(C=C1)NC(=O)C2=CC=C(C=C2)CN3CCN(CC3)C)NC4=NC=CC(=N4)C5=CN=CC=C5. Drug 2: C(CCl)NC(=O)N(CCCl)N=O. Cell line: DU-145. Synergy scores: CSS=-5.99, Synergy_ZIP=3.58, Synergy_Bliss=1.85, Synergy_Loewe=-3.60, Synergy_HSA=-3.83. (2) Drug 1: C1=C(C(=O)NC(=O)N1)N(CCCl)CCCl. Drug 2: CC(C1=C(C=CC(=C1Cl)F)Cl)OC2=C(N=CC(=C2)C3=CN(N=C3)C4CCNCC4)N. Cell line: UO-31. Synergy scores: CSS=19.2, Synergy_ZIP=-6.10, Synergy_Bliss=-1.13, Synergy_Loewe=0.199, Synergy_HSA=0.598. (3) Drug 1: C1CNP(=O)(OC1)N(CCCl)CCCl. Drug 2: CCC1(C2=C(COC1=O)C(=O)N3CC4=CC5=C(C=CC(=C5CN(C)C)O)N=C4C3=C2)O.Cl. Synergy scores: CSS=-0.782, Synergy_ZIP=-10.6, Synergy_Bliss=-34.9, Synergy_Loewe=-55.9, Synergy_HSA=-29.8. Cell line: HT29. (4) Drug 1: CCCCCOC(=O)NC1=NC(=O)N(C=C1F)C2C(C(C(O2)C)O)O. Drug 2: N.N.Cl[Pt+2]Cl. Cell line: HS 578T. Synergy scores: CSS=2.99, Synergy_ZIP=-1.43, Synergy_Bliss=1.59, Synergy_Loewe=-7.97, Synergy_HSA=-2.42. (5) Drug 1: B(C(CC(C)C)NC(=O)C(CC1=CC=CC=C1)NC(=O)C2=NC=CN=C2)(O)O. Drug 2: CC1C(C(CC(O1)OC2CC(CC3=C2C(=C4C(=C3O)C(=O)C5=CC=CC=C5C4=O)O)(C(=O)C)O)N)O. Cell line: UACC-257. Synergy scores: CSS=71.5, Synergy_ZIP=9.46, Synergy_Bliss=8.87, Synergy_Loewe=12.7, Synergy_HSA=14.3. (6) Drug 1: CC1=C2C(C(=O)C3(C(CC4C(C3C(C(C2(C)C)(CC1OC(=O)C(C(C5=CC=CC=C5)NC(=O)OC(C)(C)C)O)O)OC(=O)C6=CC=CC=C6)(CO4)OC(=O)C)OC)C)OC. Drug 2: C1=CN(C=N1)CC(O)(P(=O)(O)O)P(=O)(O)O. Cell line: SK-MEL-2. Synergy scores: CSS=25.3, Synergy_ZIP=-6.46, Synergy_Bliss=-13.0, Synergy_Loewe=-47.1, Synergy_HSA=-13.0.